From a dataset of Forward reaction prediction with 1.9M reactions from USPTO patents (1976-2016). Predict the product of the given reaction. (1) Given the reactants C[O:2][C:3](=[O:36])[C@@H:4]([NH:14][C:15]([C:17]1[C:18]([CH3:35])=[N:19][C:20]([NH:24][CH2:25][CH2:26][CH2:27][C:28]2[CH:33]=[CH:32][CH:31]=[C:30]([OH:34])[CH:29]=2)=[N:21][C:22]=1[CH3:23])=[O:16])[CH2:5][NH:6][C:7](C1SC=CC=1)=[O:8].O.[OH-].[Li+].[S:40]([O-])(O)(=O)=O.[K+].[CH2:46]1[CH2:50]O[CH2:48][CH2:47]1, predict the reaction product. The product is: [OH:34][C:30]1[CH:29]=[C:28]([CH2:27][CH2:26][CH2:25][NH:24][C:20]2[N:21]=[C:22]([CH3:23])[C:17]([C:15]([NH:14][C@@H:4]([CH2:5][NH:6][C:7]([C:47]3[CH:46]=[CH:50][S:40][CH:48]=3)=[O:8])[C:3]([OH:2])=[O:36])=[O:16])=[C:18]([CH3:35])[N:19]=2)[CH:33]=[CH:32][CH:31]=1. (2) Given the reactants [C:1]([C:3]1[CH:4]=[C:5]([C:13]2[S:14][C:15]([C:18]3[CH:26]=[CH:25][CH:24]=[C:23]4[C:19]=3[CH2:20][CH2:21][C@H:22]4[NH:27][CH2:28][C:29]([O:31]C)=[O:30])=[CH:16][N:17]=2)[CH:6]=[CH:7][C:8]=1[O:9][CH:10]([CH3:12])[CH3:11])#[N:2].[OH-].[Na+], predict the reaction product. The product is: [C:1]([C:3]1[CH:4]=[C:5]([C:13]2[S:14][C:15]([C:18]3[CH:26]=[CH:25][CH:24]=[C:23]4[C:19]=3[CH2:20][CH2:21][C@H:22]4[NH:27][CH2:28][C:29]([OH:31])=[O:30])=[CH:16][N:17]=2)[CH:6]=[CH:7][C:8]=1[O:9][CH:10]([CH3:12])[CH3:11])#[N:2]. (3) Given the reactants [Cl:1][C:2]1[CH:7]=[C:6]([O:8][CH2:9][C:10]2[CH:15]=[CH:14][CH:13]=[CH:12][CH:11]=2)[CH:5]=[C:4]([Cl:16])[C:3]=1[OH:17].C(=O)([O-])[O-].[K+].[K+].Br[CH2:25][CH2:26][CH2:27][OH:28].O, predict the reaction product. The product is: [Cl:1][C:2]1[CH:7]=[C:6]([O:8][CH2:9][C:10]2[CH:15]=[CH:14][CH:13]=[CH:12][CH:11]=2)[CH:5]=[C:4]([Cl:16])[C:3]=1[O:17][CH2:25][CH2:26][CH2:27][OH:28]. (4) Given the reactants [H-].C([Al+]CC(C)C)C(C)C.[CH3:11][C:12]1[CH:36]=[CH:35][C:15]([CH2:16][C:17]2([C:30](OCC)=[O:31])[CH2:22][CH2:21][CH2:20][N:19]([C:23]([O:25][C:26]([CH3:29])([CH3:28])[CH3:27])=[O:24])[CH2:18]2)=[CH:14][CH:13]=1, predict the reaction product. The product is: [OH:31][CH2:30][C:17]1([CH2:16][C:15]2[CH:35]=[CH:36][C:12]([CH3:11])=[CH:13][CH:14]=2)[CH2:22][CH2:21][CH2:20][N:19]([C:23]([O:25][C:26]([CH3:27])([CH3:28])[CH3:29])=[O:24])[CH2:18]1.